From a dataset of Reaction yield outcomes from USPTO patents with 853,638 reactions. Predict the reaction yield, written as a fraction of the theoretical maximum amount of product (1.0 means a 100% yield; for example, 0.34 means a 34% yield). (1) The reactants are Cl[CH2:2][C:3]1[CH:8]=[CH:7][C:6]([C:9]2[C:10]([NH:15][S:16]([C:19]3[CH:24]=[CH:23][CH:22]=[CH:21][C:20]=3[C:25]([F:28])([F:27])[F:26])(=[O:18])=[O:17])=[N:11][CH:12]=[CH:13][N:14]=2)=[CH:5][CH:4]=1.[CH3:29][C:30]1[NH:31][C:32]2[C:37]([CH:38]=1)=[CH:36][C:35]([Cl:39])=[CH:34][CH:33]=2. No catalyst specified. The product is [Cl:39][C:35]1[CH:36]=[C:37]2[C:32](=[CH:33][CH:34]=1)[N:31]([CH2:2][C:3]1[CH:8]=[CH:7][C:6]([C:9]3[C:10]([NH:15][S:16]([C:19]4[CH:24]=[CH:23][CH:22]=[CH:21][C:20]=4[C:25]([F:27])([F:26])[F:28])(=[O:17])=[O:18])=[N:11][CH:12]=[CH:13][N:14]=3)=[CH:5][CH:4]=1)[C:30]([CH3:29])=[CH:38]2. The yield is 0.710. (2) The reactants are [O:1]=[C:2]1[C:8]2[CH:9]=[CH:10][CH:11]=[CH:12][C:7]=2[CH2:6][O:5][C:4]2[CH:13]=[CH:14][C:15]([CH2:17][C:18]([OH:20])=O)=[CH:16][C:3]1=2.[CH3:21][N:22](C=O)[CH3:23].S(Cl)(Cl)=O.N(C)C. The catalyst is C(#N)C. The product is [CH3:21][N:22]([CH3:23])[C:18](=[O:20])[CH2:17][C:15]1[CH:14]=[CH:13][C:4]2[O:5][CH2:6][C:7]3[CH:12]=[CH:11][CH:10]=[CH:9][C:8]=3[C:2](=[O:1])[C:3]=2[CH:16]=1. The yield is 0.600. (3) The reactants are Cl.[CH3:2][N:3]1[CH2:8][CH2:7][CH:6]([C:9]2[CH:14]=[CH:13][CH:12]=[C:11]([C:15]([OH:17])=O)[N:10]=2)[CH2:5][CH2:4]1.Cl.[C:19]1([CH3:32])[CH:24]=[CH:23][CH:22]=[CH:21][C:20]=1[O:25][CH:26]1[CH2:31][CH2:30][NH:29][CH2:28][CH2:27]1.C(N(C(C)C)CC)(C)C.CN(C(ON1N=NC2C=CC=NC1=2)=[N+](C)C)C.F[P-](F)(F)(F)(F)F. The catalyst is CN(C=O)C.CCOC(C)=O. The product is [CH3:2][N:3]1[CH2:4][CH2:5][CH:6]([C:9]2[CH:14]=[CH:13][CH:12]=[C:11]([C:15]([N:29]3[CH2:30][CH2:31][CH:26]([O:25][C:20]4[CH:21]=[CH:22][CH:23]=[CH:24][C:19]=4[CH3:32])[CH2:27][CH2:28]3)=[O:17])[N:10]=2)[CH2:7][CH2:8]1. The yield is 0.270. (4) The reactants are I[C:2]([I:5])([CH3:4])C.[C:6](=O)([O-])[O-].[K+].[K+].[Si:12]([O:19][C@@H:20]1[N:26]([C:27]([O:29][CH2:30][CH:31]=[CH2:32])=[O:28])[C:25]2[CH:33]=[C:34]([OH:39])[C:35]([O:37][CH3:38])=[CH:36][C:24]=2[C:23](=[O:40])[N:22]2[CH:41]=[C:42](/[CH:44]=[CH:45]/[CH3:46])[CH2:43][C@@H:21]12)([C:15]([CH3:18])([CH3:17])[CH3:16])([CH3:14])[CH3:13]. The catalyst is CC(C)=O. The product is [Si:12]([O:19][C@@H:20]1[N:26]([C:27]([O:29][CH2:30][CH:31]=[CH2:32])=[O:28])[C:25]2[CH:33]=[C:34]([O:39][CH2:6][CH2:4][CH2:2][I:5])[C:35]([O:37][CH3:38])=[CH:36][C:24]=2[C:23](=[O:40])[N:22]2[CH:41]=[C:42](/[CH:44]=[CH:45]/[CH3:46])[CH2:43][C@@H:21]12)([C:15]([CH3:18])([CH3:17])[CH3:16])([CH3:13])[CH3:14]. The yield is 0.560. (5) The reactants are [C:1](Cl)(=[O:8])[C:2]1[CH:7]=[CH:6][CH:5]=[CH:4][CH:3]=1.N[S:11][C:12]#[N:13].[N:14]1([CH:19]([C:23]2[CH:28]=[CH:27][C:26]([NH2:29])=[CH:25][CH:24]=2)[CH:20]([CH3:22])[CH3:21])[CH:18]=[CH:17][N:16]=[CH:15]1. The catalyst is CC(=O)C. The product is [C:1]([NH:13][C:12]([NH:29][C:26]1[CH:25]=[CH:24][C:23]([CH:19]([N:14]2[CH:18]=[CH:17][N:16]=[CH:15]2)[CH:20]([CH3:22])[CH3:21])=[CH:28][CH:27]=1)=[S:11])(=[O:8])[C:2]1[CH:7]=[CH:6][CH:5]=[CH:4][CH:3]=1. The yield is 0.720. (6) The reactants are [S:1]1[C:5]2[CH:6]=[CH:7][CH:8]=[CH:9][C:4]=2[N:3]=[C:2]1[NH2:10].[Br:11][CH2:12][CH2:13][CH2:14][O:15][CH3:16]. No catalyst specified. The product is [BrH:11].[CH3:16][O:15][CH2:14][CH2:13][CH2:12][N:3]1[C:4]2[CH:9]=[CH:8][CH:7]=[CH:6][C:5]=2[S:1][C:2]1=[NH:10]. The yield is 0.890.